Dataset: Full USPTO retrosynthesis dataset with 1.9M reactions from patents (1976-2016). Task: Predict the reactants needed to synthesize the given product. (1) Given the product [Cl:1][C:2]1[N:6]2[CH:7]=[C:8]([O:15][CH:22]([F:27])[F:26])[CH:9]=[C:10]([C:11]([F:12])([F:14])[F:13])[C:5]2=[N:4][C:3]=1[C:16]([O:18][CH3:19])=[O:17], predict the reactants needed to synthesize it. The reactants are: [Cl:1][C:2]1[N:6]2[CH:7]=[C:8]([OH:15])[CH:9]=[C:10]([C:11]([F:14])([F:13])[F:12])[C:5]2=[N:4][C:3]=1[C:16]([O:18][CH3:19])=[O:17].[Na+].Cl[C:22]([F:27])([F:26])C([O-])=O.C([O-])([O-])=O.[Cs+].[Cs+]. (2) Given the product [CH2:1]([O:3][C:4]([C:6]1([C:9]2[CH:10]=[CH:11][C:12]([C:15]3[CH:20]=[CH:19][C:18]([C:21]4[O:25][N:24]=[C:23]([CH3:26])[C:22]=4[NH:27][C:32](=[O:33])[C:31]4[CH:35]=[CH:36][CH:37]=[C:29]([Br:28])[CH:30]=4)=[CH:17][CH:16]=3)=[CH:13][CH:14]=2)[CH2:8][CH2:7]1)=[O:5])[CH3:2], predict the reactants needed to synthesize it. The reactants are: [CH2:1]([O:3][C:4]([C:6]1([C:9]2[CH:14]=[CH:13][C:12]([C:15]3[CH:20]=[CH:19][C:18]([C:21]4[O:25][N:24]=[C:23]([CH3:26])[C:22]=4[NH2:27])=[CH:17][CH:16]=3)=[CH:11][CH:10]=2)[CH2:8][CH2:7]1)=[O:5])[CH3:2].[Br:28][C:29]1[CH:30]=[C:31]([CH:35]=[CH:36][CH:37]=1)[C:32](O)=[O:33].F[P-](F)(F)(F)(F)F.N1(OC(N(C)C)=[N+](C)C)C2N=CC=CC=2N=N1.CN1CCOCC1. (3) Given the product [Br:17][CH2:18][C:19]([N:1]1[CH:10]2[CH:5]([CH2:6][CH2:7][CH2:8][CH2:9]2)[CH2:4][CH2:3][CH2:2]1)=[O:20], predict the reactants needed to synthesize it. The reactants are: [NH:1]1[CH:10]2[CH:5]([CH2:6][CH2:7][CH2:8][CH2:9]2)[CH2:4][CH2:3][CH2:2]1.C(=O)([O-])[O-].[K+].[K+].[Br:17][CH2:18][C:19](Br)=[O:20].O. (4) Given the product [Cl:23][C:24]1[C:29]2[N:30]=[C:31]([C:33]3[C:34](=[O:35])[O:22][C:4]4[C:3]([CH:1]=3)=[CH:21][CH:20]=[C:6]([CH2:7][CH2:8][N:9]([CH:17]([CH3:19])[CH3:18])[C:10](=[O:16])[O:11][C:12]([CH3:15])([CH3:14])[CH3:13])[CH:5]=4)[S:32][C:28]=2[CH:27]=[CH:26][CH:25]=1, predict the reactants needed to synthesize it. The reactants are: [CH:1]([C:3]1[CH:21]=[CH:20][C:6]([CH2:7][CH2:8][N:9]([CH:17]([CH3:19])[CH3:18])[C:10](=[O:16])[O:11][C:12]([CH3:15])([CH3:14])[CH3:13])=[CH:5][C:4]=1[OH:22])=O.[Cl:23][C:24]1[C:29]2[N:30]=[C:31]([CH2:33][C:34](OCC)=[O:35])[S:32][C:28]=2[CH:27]=[CH:26][CH:25]=1.N1CCCCC1.C(O)(=O)C. (5) Given the product [C:1]([C:5]1[N:10]=[CH:9][C:8](/[CH:11]=[CH:12]/[C:13]([NH:15][C:16]2[CH:17]=[C:18]3[C:22](=[CH:23][CH:24]=2)[N:21]([CH2:25][CH2:26][OH:27])[CH:20]=[CH:19]3)=[O:14])=[CH:7][CH:6]=1)([CH3:4])([CH3:2])[CH3:3], predict the reactants needed to synthesize it. The reactants are: [C:1]([C:5]1[N:10]=[CH:9][C:8](/[CH:11]=[CH:12]/[C:13]([NH:15][C:16]2[CH:17]=[C:18]3[C:22](=[CH:23][CH:24]=2)[N:21]([CH2:25][CH2:26][O:27][Si](C)(C)C(C)(C)C)[CH:20]=[CH:19]3)=[O:14])=[CH:7][CH:6]=1)([CH3:4])([CH3:3])[CH3:2].C(C1N=CC(/C=C/C(O)=O)=CC=1)(C)(C)C.C[Si](C)(OCCN1C2C(=CC(N)=CC=2)C=C1)C(C)(C)C. (6) Given the product [C:1]([O:5][C:6](=[O:20])[N:7]([CH3:21])[C:8]1[CH:13]=[CH:12][C:11]([CH2:14][CH2:15][CH3:16])=[C:10]([N+:17]([O-:19])=[O:18])[CH:9]=1)([CH3:2])([CH3:3])[CH3:4], predict the reactants needed to synthesize it. The reactants are: [C:1]([O:5][C:6](=[O:20])[NH:7][C:8]1[CH:13]=[CH:12][C:11]([CH2:14][CH2:15][CH3:16])=[C:10]([N+:17]([O-:19])=[O:18])[CH:9]=1)([CH3:4])([CH3:3])[CH3:2].[CH3:21]I.